This data is from Forward reaction prediction with 1.9M reactions from USPTO patents (1976-2016). The task is: Predict the product of the given reaction. Given the reactants [C:1]([C:4]1[CH:9]=[CH:8][C:7]([S:10]([NH:13][C:14]2[CH:19]=[CH:18][C:17]([Cl:20])=[CH:16][C:15]=2[CH:21]([OH:28])[C:22]2[CH:27]=[CH:26][N:25]=[CH:24][CH:23]=2)(=[O:12])=[O:11])=[CH:6][CH:5]=1)(=[O:3])[CH3:2].[CH3:29][C@@H:30](O)[C@@H:31]([OH:33])[CH3:32], predict the reaction product. The product is: [Cl:20][C:17]1[CH:18]=[CH:19][C:14]([NH:13][S:10]([C:7]2[CH:6]=[CH:5][C:4]([C:1]3([CH3:2])[O:33][C@H:31]([CH3:32])[C@H:30]([CH3:29])[O:3]3)=[CH:9][CH:8]=2)(=[O:11])=[O:12])=[C:15]([C:21]([C:22]2[CH:23]=[CH:24][N:25]=[CH:26][CH:27]=2)=[O:28])[CH:16]=1.